The task is: Predict the product of the given reaction.. This data is from Forward reaction prediction with 1.9M reactions from USPTO patents (1976-2016). (1) Given the reactants [NH2:1][C@H:2]1[CH2:6][N:5]([C:7]([O:9][C:10]([CH3:13])([CH3:12])[CH3:11])=[O:8])[C@@H:4]([CH2:14][N:15]2[C:23](=[O:24])[C:22]3[C:17](=[CH:18][CH:19]=[CH:20][CH:21]=3)[C:16]2=[O:25])[CH2:3]1.[CH3:26][O:27][C:28]1[CH:33]=[CH:32][C:31]([O:34][CH3:35])=[CH:30][C:29]=1[S:36](Cl)(=[O:38])=[O:37], predict the reaction product. The product is: [CH3:26][O:27][C:28]1[CH:33]=[CH:32][C:31]([O:34][CH3:35])=[CH:30][C:29]=1[S:36]([NH:1][C@H:2]1[CH2:6][N:5]([C:7]([O:9][C:10]([CH3:12])([CH3:13])[CH3:11])=[O:8])[C@@H:4]([CH2:14][N:15]2[C:23](=[O:24])[C:22]3[C:17](=[CH:18][CH:19]=[CH:20][CH:21]=3)[C:16]2=[O:25])[CH2:3]1)(=[O:37])=[O:38]. (2) Given the reactants [CH3:1][C:2]([C:18]1[CH:26]=[CH:25][CH:24]=[CH:23][C:19]=1[C:20]([NH2:22])=[O:21])([CH3:17])[CH2:3][C:4]([C:13]([F:16])([F:15])[F:14])([O:8][Si](C)(C)C)[CH2:5][C:6]#[CH:7].CCCC[N+](CCCC)(CCCC)CCCC.[F-], predict the reaction product. The product is: [OH:8][C:4]([C:13]([F:14])([F:15])[F:16])([CH2:5][C:6]#[CH:7])[CH2:3][C:2]([C:18]1[CH:26]=[CH:25][CH:24]=[CH:23][C:19]=1[C:20]([NH2:22])=[O:21])([CH3:1])[CH3:17]. (3) Given the reactants [CH2:1](Br)[CH3:2].C1(P(C2C=CC=CC=2)C2C=CC=CC=2)C=CC=CC=1.CC(C)([O-])C.[K+].[CH3:29][O:30][C:31]1[CH:38]=[C:37]([OH:39])[CH:36]=[C:35]([O:40][CH3:41])[C:32]=1[CH:33]=O, predict the reaction product. The product is: [CH3:41][O:40][C:35]1[CH:36]=[C:37]([OH:39])[CH:38]=[C:31]([O:30][CH3:29])[C:32]=1[CH2:33][CH2:1][CH3:2]. (4) Given the reactants [F:1][C:2]([F:36])([F:35])[C:3]1[CH:4]=[C:5]([C:13]([O:15][C@H:16]2[O:21][CH2:20][CH2:19][N:18](CC3C=CC=CC=3)[C@H:17]2[C:29]2[CH:34]=[CH:33][CH:32]=[CH:31][CH:30]=2)=[CH2:14])[CH:6]=[C:7]([C:9]([F:12])([F:11])[F:10])[CH:8]=1, predict the reaction product. The product is: [F:36][C:2]([F:1])([F:35])[C:3]1[CH:4]=[C:5]([C@@H:13]([O:15][C@H:16]2[O:21][CH2:20][CH2:19][NH:18][C@H:17]2[C:29]2[CH:34]=[CH:33][CH:32]=[CH:31][CH:30]=2)[CH3:14])[CH:6]=[C:7]([C:9]([F:11])([F:10])[F:12])[CH:8]=1.[F:36][C:2]([F:1])([F:35])[C:3]1[CH:4]=[C:5]([C@H:13]([O:15][C@H:16]2[O:21][CH2:20][CH2:19][NH:18][C@H:17]2[C:29]2[CH:34]=[CH:33][CH:32]=[CH:31][CH:30]=2)[CH3:14])[CH:6]=[C:7]([C:9]([F:11])([F:10])[F:12])[CH:8]=1. (5) The product is: [C:1]([O:5][C:6]([NH:8][CH2:16]/[C:17](/[F:38])=[CH:18]\[CH2:19][O:20][Si:21]([C:34]([CH3:37])([CH3:36])[CH3:35])([C:22]1[CH:23]=[CH:24][CH:25]=[CH:26][CH:27]=1)[C:28]1[CH:33]=[CH:32][CH:31]=[CH:30][CH:29]=1)=[O:7])([CH3:4])([CH3:2])[CH3:3]. Given the reactants [C:1]([O:5][C:6]([N:8]([CH2:16]/[C:17](/[F:38])=[CH:18]\[CH2:19][O:20][Si:21]([C:34]([CH3:37])([CH3:36])[CH3:35])([C:28]1[CH:33]=[CH:32][CH:31]=[CH:30][CH:29]=1)[C:22]1[CH:27]=[CH:26][CH:25]=[CH:24][CH:23]=1)C(=O)C(OCC)=O)=[O:7])([CH3:4])([CH3:3])[CH3:2].[Li+].[OH-], predict the reaction product.